Dataset: Full USPTO retrosynthesis dataset with 1.9M reactions from patents (1976-2016). Task: Predict the reactants needed to synthesize the given product. (1) Given the product [Br:12][C:10]1[CH:9]=[CH:8][C:6]2[N:7]=[C:3]([S:2][CH3:1])[S:4][C:5]=2[CH:11]=1, predict the reactants needed to synthesize it. The reactants are: [CH3:1][S:2][C:3]1[S:4][C:5]2[CH:11]=[CH:10][CH:9]=[CH:8][C:6]=2[N:7]=1.[Br:12]Br.C(O)(=O)C. (2) Given the product [CH3:17][C:18]1([CH:35]=[O:36])[C:4](=[CH2:25])[CH:3]2[CH2:2][CH:1]1[CH2:11][CH2:10]2, predict the reactants needed to synthesize it. The reactants are: [CH2:1]1[CH2:11][CH2:10]N2[C:4](=NCCC2)[CH2:3][CH2:2]1.[Br-].S([C:17]1C=CC(C)=C[CH:18]=1)([O-])(=O)=O.S([O-])(=O)(=O)[CH3:25].[Na+].[I-].Cl.CN([CH:35]=[O:36])C. (3) Given the product [CH2:27]([O:30][C:31]1[C:36]([C:37]([CH3:38])([CH3:39])[CH3:40])=[CH:35][C:34]([CH3:41])=[CH:33][C:32]=1[Si:42]([CH:10]1[C:9]2[C:4]([CH2:5][CH2:6][C:7]([CH3:20])([CH3:19])[CH:8]=2)=[C:3]2[C:11]1=[C:12]1[CH:18]=[CH:17][CH:16]=[CH:15][C:13]1=[CH:14][C:2]2([CH3:21])[CH3:1])([CH2:43][CH3:44])[CH2:45][CH3:46])[CH:28]=[CH2:29], predict the reactants needed to synthesize it. The reactants are: [CH3:1][C:2]1([CH3:21])[CH:14]=[C:13]2[CH:15]=[CH:16][CH:17]=[CH:18][C:12]2=[C:11]2[C:3]1=[C:4]1[C:9]([CH2:10]2)=[CH:8][C:7]([CH3:20])([CH3:19])[CH2:6][CH2:5]1.C([Li])CCC.[CH2:27]([O:30][C:31]1[C:36]([C:37]([CH3:40])([CH3:39])[CH3:38])=[CH:35][C:34]([CH3:41])=[CH:33][C:32]=1[Si:42](Cl)([CH2:45][CH3:46])[CH2:43][CH3:44])[CH:28]=[CH2:29].C(=O)([O-])O.[Na+].C(=O)([O-])[O-].[Na+].[Na+]. (4) Given the product [NH2:14][C:13]1[C:10]([C:11]#[N:12])=[C:3]([C:4]2[CH:5]=[CH:6][CH:7]=[CH:8][CH:9]=2)[N:22]([CH2:21][CH2:20][C:19]([O:18][CH2:16][CH3:17])=[O:23])[C:20]=1[C:19]([O:18][CH3:16])=[O:23], predict the reactants needed to synthesize it. The reactants are: CO[C:3](=[C:10]([C:13]#[N:14])[C:11]#[N:12])[C:4]1[CH:9]=[CH:8][CH:7]=[CH:6][CH:5]=1.Cl.[CH2:16]([O:18][C:19](=[O:23])[CH2:20][CH2:21][NH2:22])[CH3:17]. (5) Given the product [CH2:23]([CH:25]([CH2:29][CH3:30])[C:26]([NH:20][C:17]1[CH:18]=[CH:19][C:14]([N:11]2[CH2:10][CH2:9][NH:8][CH2:13][CH2:12]2)=[C:15]([F:22])[CH:16]=1)=[O:27])[CH3:24], predict the reactants needed to synthesize it. The reactants are: C(OC([N:8]1[CH2:13][CH2:12][N:11]([C:14]2[CH:19]=[CH:18][C:17]([NH:20]C)=[CH:16][C:15]=2[F:22])[CH2:10][CH2:9]1)=O)(C)(C)C.[CH2:23]([CH:25]([CH2:29][CH3:30])[C:26](Cl)=[O:27])[CH3:24].O. (6) Given the product [F:11][C:8]1[CH:9]=[CH:10][C:5]2[N:6]([C:2]([N:16]3[CH2:17][CH2:18][N:13]([CH3:12])[CH2:14][CH2:15]3)=[N:3][N:4]=2)[CH:7]=1, predict the reactants needed to synthesize it. The reactants are: Cl[C:2]1[N:6]2[CH:7]=[C:8]([F:11])[CH:9]=[CH:10][C:5]2=[N:4][N:3]=1.[CH3:12][N:13]1[CH2:18][CH2:17][NH:16][CH2:15][CH2:14]1. (7) Given the product [O:42]1[CH:46]=[CH:45][CH:44]=[C:43]1[CH2:47][N:25]1[CH2:24][CH2:23][N:22]([C:19]2[CH:18]=[CH:17][C:16]([NH:15]/[CH:14]=[C:5]3\[C:6](=[O:13])[NH:7][C:8](=[O:12])[C:9]4[C:4]\3=[CH:3][C:2]([I:1])=[CH:11][CH:10]=4)=[CH:21][CH:20]=2)[CH2:27][CH2:26]1, predict the reactants needed to synthesize it. The reactants are: [I:1][C:2]1[CH:3]=[C:4]2[C:9](=[CH:10][CH:11]=1)[C:8](=[O:12])[NH:7][C:6](=[O:13])/[C:5]/2=[CH:14]\[NH:15][C:16]1[CH:21]=[CH:20][C:19]([N:22]2[CH2:27][CH2:26][NH:25][CH2:24][CH2:23]2)=[CH:18][CH:17]=1.C(O[BH-](OC(=O)C)OC(=O)C)(=O)C.[Na+].[O:42]1[CH:46]=[CH:45][CH:44]=[C:43]1[CH:47]=O.C(O)(=O)C.C(=O)(O)[O-].[Na+]. (8) Given the product [F:28][C:27]([F:30])([F:29])[C:25]([OH:31])=[O:26].[CH3:18][O:17][C:11]1[CH:10]=[C:9]2[C:14]([N:15]=[CH:16][C:7]([NH2:6])=[N:8]2)=[CH:13][CH:12]=1, predict the reactants needed to synthesize it. The reactants are: COC1C=C(OC)C=CC=1C[NH:6][C:7]1[CH:16]=[N:15][C:14]2[C:9](=[CH:10][C:11]([O:17][CH3:18])=[CH:12][CH:13]=2)[N:8]=1.[C:25]([OH:31])([C:27]([F:30])([F:29])[F:28])=[O:26].